This data is from Forward reaction prediction with 1.9M reactions from USPTO patents (1976-2016). The task is: Predict the product of the given reaction. (1) Given the reactants FC(F)(F)C(O)=O.[NH2:8][CH2:9][CH2:10][N:11]1[C:20](=[O:21])[C:19]2[C:14](=[CH:15][CH:16]=[CH:17][CH:18]=2)[N:13]([CH2:22][C:23]([NH:25][C:26]2[CH:31]=[C:30]([Cl:32])[C:29]([O:33][CH3:34])=[CH:28][C:27]=2[O:35][CH3:36])=[O:24])[C:12]1=[O:37].[C:38](Cl)(=[O:43])[CH2:39][CH:40]([CH3:42])[CH3:41].O, predict the reaction product. The product is: [Cl:32][C:30]1[C:29]([O:33][CH3:34])=[CH:28][C:27]([O:35][CH3:36])=[C:26]([NH:25][C:23]([CH2:22][N:13]2[C:14]3[C:19](=[CH:18][CH:17]=[CH:16][CH:15]=3)[C:20](=[O:21])[N:11]([CH2:10][CH2:9][NH:8][C:38](=[O:43])[CH2:39][CH:40]([CH3:42])[CH3:41])[C:12]2=[O:37])=[O:24])[CH:31]=1. (2) Given the reactants Br[C:2]1[CH:30]=[CH:29][C:5]([O:6][C:7]2[C:16]3[C:11](=[CH:12][C:13]([O:19][CH2:20][CH2:21][CH2:22][N:23]4[CH2:28][CH2:27][O:26][CH2:25][CH2:24]4)=[C:14]([O:17][CH3:18])[CH:15]=3)[N:10]=[CH:9][CH:8]=2)=[C:4]([F:31])[CH:3]=1.[CH2:32]([O:39][C:40]1[C:41]([NH2:46])=[N:42][CH:43]=[CH:44][CH:45]=1)[C:33]1[CH:38]=[CH:37][CH:36]=[CH:35][CH:34]=1.C1(P(C2C=CC=CC=2)C2C3OC4C(=CC=CC=4P(C4C=CC=CC=4)C4C=CC=CC=4)C(C)(C)C=3C=CC=2)C=CC=CC=1.C([O-])([O-])=O.[Cs+].[Cs+], predict the reaction product. The product is: [CH2:32]([O:39][C:40]1[C:41]([NH:46][C:2]2[CH:30]=[CH:29][C:5]([O:6][C:7]3[C:16]4[C:11](=[CH:12][C:13]([O:19][CH2:20][CH2:21][CH2:22][N:23]5[CH2:28][CH2:27][O:26][CH2:25][CH2:24]5)=[C:14]([O:17][CH3:18])[CH:15]=4)[N:10]=[CH:9][CH:8]=3)=[C:4]([F:31])[CH:3]=2)=[N:42][CH:43]=[CH:44][CH:45]=1)[C:33]1[CH:34]=[CH:35][CH:36]=[CH:37][CH:38]=1. (3) Given the reactants C1(C2[CH:8]=[CH:9][C:10]3[NH:11]C4C(C=3C=2)=CC(C2C=CC=CC=2)=CC=4)C=CC=CC=1.F[C:27]1[C:32](F)=[C:31]([C:34]#[N:35])[C:30](F)=[C:29](F)[C:28]=1C1C=C(C(F)(F)F)C=C(C(F)(F)F)C=1.[H-].[Na+].C([O:57][CH2:58][CH3:59])(=O)C.[Cl-].[Na+].[OH2:62].[O:63]1[CH2:67]CCC1, predict the reaction product. The product is: [CH2:59]1[C:58](=[O:57])[NH:11][C:10](=[O:62])[CH2:9][CH:8]1[N:35]1[C:67](=[O:63])[C:32]2[C:31](=[CH:30][CH:29]=[CH:28][CH:27]=2)[CH2:34]1. (4) Given the reactants [CH2:1]([O:3][C:4]1[CH:5]=[C:6]([CH:12]([N:17]2[C:21](=[O:22])[C:20]3=[C:23]([N+:27]([O-:29])=[O:28])[CH:24]=[CH:25][CH:26]=[C:19]3[C:18]2=[O:30])[CH2:13][C:14](O)=[O:15])[CH:7]=[CH:8][C:9]=1[O:10][CH3:11])[CH3:2].Cl.[CH2:32]([O:39][NH2:40])[C:33]1[CH:38]=[CH:37][CH:36]=[CH:35][CH:34]=1, predict the reaction product. The product is: [CH2:32]([O:39][NH:40][C:14](=[O:15])[CH2:13][CH:12]([C:6]1[CH:7]=[CH:8][C:9]([O:10][CH3:11])=[C:4]([O:3][CH2:1][CH3:2])[CH:5]=1)[N:17]1[C:21](=[O:22])[C:20]2=[C:23]([N+:27]([O-:29])=[O:28])[CH:24]=[CH:25][CH:26]=[C:19]2[C:18]1=[O:30])[C:33]1[CH:38]=[CH:37][CH:36]=[CH:35][CH:34]=1. (5) Given the reactants [OH:1][CH2:2][C:3]1[CH:9]=[C:8]([CH3:10])[CH:7]=[CH:6][C:4]=1[NH2:5].C(O[CH:14]=[C:15]([C:21]([O:23][CH2:24][CH3:25])=[O:22])[C:16]([O:18][CH2:19][CH3:20])=[O:17])C, predict the reaction product. The product is: [OH:1][CH2:2][C:3]1[CH:9]=[C:8]([CH3:10])[CH:7]=[CH:6][C:4]=1[NH:5][CH:14]=[C:15]([C:16]([O:18][CH2:19][CH3:20])=[O:17])[C:21]([O:23][CH2:24][CH3:25])=[O:22]. (6) Given the reactants [CH3:1][C:2]1[CH:7]=[C:6]([C:8]2[CH:9]=[CH:10][C:11]3[N:17]4[CH2:18][C@H:14]([CH2:15][CH2:16]4)[NH:13][C:12]=3[N:19]=2)[CH:5]=[CH:4][N:3]=1.CCN(CC)CC.ClC(Cl)(O[C:31](=[O:37])OC(Cl)(Cl)Cl)Cl.[CH3:39][N:40]1[CH:44]=[CH:43][C:42]([NH2:45])=[N:41]1, predict the reaction product. The product is: [CH3:39][N:40]1[CH:44]=[CH:43][C:42]([NH:45][C:31]([N:13]2[C@@H:14]3[CH2:18][N:17]([CH2:16][CH2:15]3)[C:11]3[CH:10]=[CH:9][C:8]([C:6]4[CH:5]=[CH:4][N:3]=[C:2]([CH3:1])[CH:7]=4)=[N:19][C:12]2=3)=[O:37])=[N:41]1. (7) The product is: [CH3:24][O:23][C:21]([C@@:8]1([C:4]2[CH:5]=[CH:6][CH:7]=[C:2]([F:1])[C:3]=2[CH3:25])[CH2:12][CH2:11][C:10]([CH:26]2[CH2:28][CH2:27]2)=[CH:9]1)=[O:22]. Given the reactants [F:1][C:2]1[C:3]([CH3:25])=[C:4]([C@:8]2([C:21]([O:23][CH3:24])=[O:22])[CH2:12][CH2:11][C:10](OS(C(F)(F)F)(=O)=O)=[CH:9]2)[CH:5]=[CH:6][CH:7]=1.[CH:26]1(B(O)O)[CH2:28][CH2:27]1.O1CCOCC1, predict the reaction product. (8) Given the reactants [CH:1]([O:4][CH2:5][CH2:6][O:7][C:8]1[CH:15]=[CH:14][C:11]([CH:12]=O)=[CH:10][CH:9]=1)([CH3:3])[CH3:2].[S:16]1[CH2:20][C:19](=[O:21])[NH:18][C:17]1=[O:22].N1CCCCC1.C(O)(=O)C, predict the reaction product. The product is: [CH:1]([O:4][CH2:5][CH2:6][O:7][C:8]1[CH:15]=[CH:14][C:11]([CH:12]=[C:20]2[S:16][C:17](=[O:22])[NH:18][C:19]2=[O:21])=[CH:10][CH:9]=1)([CH3:3])[CH3:2]. (9) Given the reactants [CH2:1]([NH:8][C@H:9]([CH3:12])[CH2:10][OH:11])[C:2]1[CH:7]=[CH:6][CH:5]=[CH:4][CH:3]=1.C(N(CC)CC)C.[Cl:20][CH:21]([CH3:25])[C:22](Cl)=[O:23], predict the reaction product. The product is: [CH2:1]([N:8]([C@H:9]([CH3:12])[CH2:10][OH:11])[C:22](=[O:23])[CH:21]([Cl:20])[CH3:25])[C:2]1[CH:7]=[CH:6][CH:5]=[CH:4][CH:3]=1. (10) Given the reactants I[C:2]1[CH:3]=[CH:4][C:5](=[O:11])[N:6]([CH:8]([CH3:10])[CH3:9])[CH:7]=1.[CH:12]([C:14]1[S:18][C:17](B(O)O)=[CH:16][CH:15]=1)=[O:13].C([O-])([O-])=O.[Na+].[Na+], predict the reaction product. The product is: [CH:8]([N:6]1[C:5](=[O:11])[CH:4]=[CH:3][C:2]([C:17]2[S:18][C:14]([CH:12]=[O:13])=[CH:15][CH:16]=2)=[CH:7]1)([CH3:10])[CH3:9].